This data is from Full USPTO retrosynthesis dataset with 1.9M reactions from patents (1976-2016). The task is: Predict the reactants needed to synthesize the given product. (1) Given the product [O:1]1[CH2:5][CH2:4][O:3][CH:2]1[CH2:6][CH2:7][N:8]1[C:14](=[O:15])[CH2:13][C:12]2[CH:16]=[C:17]([O:22][CH3:23])[C:18]([O:20][CH3:21])=[CH:19][C:11]=2[CH2:10][CH2:9]1, predict the reactants needed to synthesize it. The reactants are: [O:1]1[CH2:5][CH2:4][O:3][CH:2]1[CH2:6][CH2:7][N:8]1[C:14](=[O:15])[CH2:13][C:12]2[CH:16]=[C:17]([O:22][CH3:23])[C:18]([O:20][CH3:21])=[CH:19][C:11]=2[CH:10]=[CH:9]1. (2) Given the product [CH:48]1([CH2:47][CH2:46][CH2:39][CH2:40][NH:33][C:31](=[O:32])[CH:28]([NH:27][C:1]([CH:4]2[CH:9]3[O:10][CH:6]([CH2:7][CH2:8]3)[CH:5]2[CH2:11][C:12]2[CH:17]=[C:16]([F:18])[CH:15]=[CH:14][C:13]=2[O:19][CH2:20][C:21]2[CH:26]=[CH:25][CH:24]=[CH:23][CH:22]=2)=[O:2])[CH2:29][OH:30])[CH2:8][CH2:9][CH2:4][CH2:5][CH2:6]1, predict the reactants needed to synthesize it. The reactants are: [C:1]([CH:4]1[CH:9]2[O:10][CH:6]([CH2:7][CH2:8]2)[CH:5]1[CH2:11][C:12]1[CH:17]=[C:16]([F:18])[CH:15]=[CH:14][C:13]=1[O:19][CH2:20][C:21]1[CH:26]=[CH:25][CH:24]=[CH:23][CH:22]=1)(O)=[O:2].[NH2:27][C@H:28]([C:31]([NH2:33])=[O:32])[CH2:29][OH:30].CN1[CH2:40][CH2:39]OCC1.CCN=C=N[CH2:46][CH2:47][CH2:48]N(C)C. (3) Given the product [CH2:13]([O:17][C:18](=[O:19])[OH:20])[CH:14]([CH3:16])[CH3:15].[C:7]1(=[O:11])[NH:1][C:8]1=[O:9], predict the reactants needed to synthesize it. The reactants are: [N:1]1C=CC=CC=1.[C:7](Cl)(=[O:11])[C:8](Cl)=[O:9].[CH2:13]([O:17][C:18](=[O:20])[OH:19])[CH:14]([CH3:16])[CH3:15].N1CCC1=O. (4) The reactants are: [CH3:1][N:2]([CH3:25])[C:3]([C:5]1[CH:16]=[C:15]([O:17]CC2C=CC=CC=2)[C:8]2[N:9]=[C:10]([CH2:13][CH3:14])[N:11]([CH3:12])[C:7]=2[CH:6]=1)=[O:4].C(O)(=O)C. Given the product [CH3:25][N:2]([CH3:1])[C:3]([C:5]1[CH:16]=[C:15]([OH:17])[C:8]2[N:9]=[C:10]([CH2:13][CH3:14])[N:11]([CH3:12])[C:7]=2[CH:6]=1)=[O:4], predict the reactants needed to synthesize it.